From a dataset of Forward reaction prediction with 1.9M reactions from USPTO patents (1976-2016). Predict the product of the given reaction. (1) Given the reactants Br[C:2]1[CH:3]=[C:4]([NH:10][C:11]2[CH:16]=[N:15][CH:14]=[CH:13][N:12]=2)[C:5](=[O:9])[N:6]([CH3:8])[CH:7]=1.[B:17]1([B:17]2[O:21][C:20]([CH3:23])([CH3:22])[C:19]([CH3:25])([CH3:24])[O:18]2)[O:21][C:20]([CH3:23])([CH3:22])[C:19]([CH3:25])([CH3:24])[O:18]1.CC(C1C=C(C(C)C)C(C2C=CC=CC=2P(C2CCCCC2)C2CCCCC2)=C(C(C)C)C=1)C.C([O-])(=O)C.[K+], predict the reaction product. The product is: [CH3:8][N:6]1[CH:7]=[C:2]([B:17]2[O:21][C:20]([CH3:23])([CH3:22])[C:19]([CH3:25])([CH3:24])[O:18]2)[CH:3]=[C:4]([NH:10][C:11]2[CH:16]=[N:15][CH:14]=[CH:13][N:12]=2)[C:5]1=[O:9]. (2) Given the reactants [N:1]1([CH2:6][CH2:7][N:8]2[C:16]3[C:11](=[CH:12][CH:13]=[C:14]([NH2:17])[CH:15]=3)[CH:10]=[N:9]2)[CH2:5][CH2:4][CH2:3][CH2:2]1.[O:18]([C:25]1[CH:30]=[CH:29][N:28]=[CH:27][C:26]=1[CH:31]=[CH:32][C:33](O)=[O:34])[C:19]1[CH:24]=[CH:23][CH:22]=[CH:21][CH:20]=1, predict the reaction product. The product is: [O:18]([C:25]1[CH:30]=[CH:29][N:28]=[CH:27][C:26]=1/[CH:31]=[CH:32]/[C:33]([NH:17][C:14]1[CH:15]=[C:16]2[C:11]([CH:10]=[N:9][N:8]2[CH2:7][CH2:6][N:1]2[CH2:5][CH2:4][CH2:3][CH2:2]2)=[CH:12][CH:13]=1)=[O:34])[C:19]1[CH:20]=[CH:21][CH:22]=[CH:23][CH:24]=1.